This data is from Full USPTO retrosynthesis dataset with 1.9M reactions from patents (1976-2016). The task is: Predict the reactants needed to synthesize the given product. (1) Given the product [CH3:24][C:25]1[CH:30]=[CH:29][C:28]([S:31]([O:15][CH2:14][CH2:13][CH2:12][NH:11][C:8]2[C:9](=[O:10])[N:5]([C:1]([CH3:4])([CH3:2])[CH3:3])[S:6](=[O:22])(=[O:23])[C:7]=2[C:16]2[CH:17]=[CH:18][CH:19]=[CH:20][CH:21]=2)(=[O:33])=[O:32])=[CH:27][CH:26]=1, predict the reactants needed to synthesize it. The reactants are: [C:1]([N:5]1[C:9](=[O:10])[C:8]([NH:11][CH2:12][CH2:13][CH2:14][OH:15])=[C:7]([C:16]2[CH:21]=[CH:20][CH:19]=[CH:18][CH:17]=2)[S:6]1(=[O:23])=[O:22])([CH3:4])([CH3:3])[CH3:2].[CH3:24][C:25]1[CH:30]=[CH:29][C:28]([S:31](Cl)(=[O:33])=[O:32])=[CH:27][CH:26]=1.C([O-])([O-])=O.[Na+].[Na+]. (2) Given the product [C:1]([Si:5]([CH3:14])([CH3:13])[O:6][C@H:7]1[CH2:11][CH2:10][C@H:9]([O:12][C:46](=[S:48])[CH3:47])[CH2:8]1)([CH3:4])([CH3:3])[CH3:2], predict the reactants needed to synthesize it. The reactants are: [C:1]([Si:5]([CH3:14])([CH3:13])[O:6][C@@H:7]1[CH2:11][CH2:10][C@H:9]([OH:12])[CH2:8]1)([CH3:4])([CH3:3])[CH3:2].C1(P(C2C=CC=CC=2)C2C=CC=CC=2)C=CC=CC=1.N(C(OCC)=O)=NC(OCC)=O.[C:46](O)(=[S:48])[CH3:47]. (3) Given the product [CH3:20][O:19][C:16]1[CH:17]=[CH:18][C:13]([C:8]2[CH:7]=[CH:6][C:5]3[C:10](=[CH:11][CH:12]=[C:3]([O:2][CH3:1])[CH:4]=3)[CH:9]=2)=[C:14]([NH2:21])[CH:15]=1, predict the reactants needed to synthesize it. The reactants are: [CH3:1][O:2][C:3]1[CH:12]=[CH:11][C:10]2[C:5](=[CH:6][CH:7]=[C:8]([C:13]3[CH:18]=[CH:17][C:16]([O:19][CH3:20])=[CH:15][C:14]=3[N+:21]([O-])=O)[CH:9]=2)[CH:4]=1. (4) Given the product [Cl:3][C:6]([C:9]1[CH:14]=[CH:13][CH:12]=[CH:11][CH:10]=1)=[CH:7][C:19]#[N:16], predict the reactants needed to synthesize it. The reactants are: P(Cl)(Cl)([Cl:3])=O.[C:6]([C:9]1[CH:14]=[CH:13][CH:12]=[CH:11][CH:10]=1)(=O)[CH3:7].C[N:16]([CH3:19])C=O. (5) Given the product [ClH:16].[CH3:1][O:2][CH2:3][CH2:4][CH2:5][CH2:6][S:7][C:8]1[CH:13]=[CH:12][N:11]=[C:10]([S:14][CH2:17][C:18]2[NH:22][C:21]3[CH:23]=[CH:24][CH:25]=[CH:26][C:20]=3[N:19]=2)[C:9]=1[CH3:15], predict the reactants needed to synthesize it. The reactants are: [CH3:1][O:2][CH2:3][CH2:4][CH2:5][CH2:6][S:7][C:8]1[CH:13]=[CH:12][NH:11][C:10](=[S:14])[C:9]=1[CH3:15].[Cl:16][CH2:17][C:18]1[NH:19][C:20]2[CH:26]=[CH:25][CH:24]=[CH:23][C:21]=2[N:22]=1.[OH-].[Na+]. (6) Given the product [N+:8]([C:7]1[CH:6]=[CH:5][C:4]([C:11]2[CH:16]=[CH:15][C:14]([C:17]([F:20])([F:19])[F:18])=[CH:13][CH:12]=2)=[CH:3][C:2]=1[O:24][CH2:23][CH2:22][CH2:21][OH:25])([O-:10])=[O:9], predict the reactants needed to synthesize it. The reactants are: F[C:2]1[CH:3]=[C:4]([C:11]2[CH:16]=[CH:15][C:14]([C:17]([F:20])([F:19])[F:18])=[CH:13][CH:12]=2)[CH:5]=[CH:6][C:7]=1[N+:8]([O-:10])=[O:9].[CH2:21]([OH:25])[CH2:22][CH2:23][OH:24].[H-].[Na+].Cl. (7) The reactants are: [CH2:1]([N:3]1[CH:8]([CH3:9])[C:7]([CH3:11])([CH3:10])[O:6][C:5](=[O:12])[CH2:4]1)[CH3:2].C[Si]([N-][Si](C)(C)C)(C)C.[Li+].Br[CH2:24][C:25]([O:27][C:28]([CH3:31])([CH3:30])[CH3:29])=[O:26]. Given the product [CH2:1]([N:3]1[CH:8]([CH3:9])[C:7]([CH3:10])([CH3:11])[O:6][C:5](=[O:12])[CH:4]1[CH2:24][C:25]([O:27][C:28]([CH3:31])([CH3:30])[CH3:29])=[O:26])[CH3:2], predict the reactants needed to synthesize it. (8) Given the product [CH3:16][O:17][C:18]1[C:26]2[O:25][C:24]([CH3:27])([CH3:28])[CH2:23][C:22]=2[C:21]([CH3:29])=[C:20]([N:1]=[N:13][C:12]2[CH:14]=[CH:15][C:9]([N+:6]([O-:8])=[O:7])=[CH:10][CH:11]=2)[C:19]=1[CH3:30], predict the reactants needed to synthesize it. The reactants are: [N:1]([O-])=O.[Na+].Cl.[N+:6]([C:9]1[CH:15]=[CH:14][C:12]([NH2:13])=[CH:11][CH:10]=1)([O-:8])=[O:7].[CH3:16][O:17][C:18]1[C:26]2[O:25][C:24]([CH3:28])([CH3:27])[CH2:23][C:22]=2[C:21]([CH3:29])=[CH:20][C:19]=1[CH3:30].